Dataset: NCI-60 drug combinations with 297,098 pairs across 59 cell lines. Task: Regression. Given two drug SMILES strings and cell line genomic features, predict the synergy score measuring deviation from expected non-interaction effect. (1) Drug 1: C1=CC(=CC=C1C#N)C(C2=CC=C(C=C2)C#N)N3C=NC=N3. Drug 2: CC1C(C(=O)NC(C(=O)N2CCCC2C(=O)N(CC(=O)N(C(C(=O)O1)C(C)C)C)C)C(C)C)NC(=O)C3=C4C(=C(C=C3)C)OC5=C(C(=O)C(=C(C5=N4)C(=O)NC6C(OC(=O)C(N(C(=O)CN(C(=O)C7CCCN7C(=O)C(NC6=O)C(C)C)C)C)C(C)C)C)N)C. Cell line: BT-549. Synergy scores: CSS=6.57, Synergy_ZIP=-2.77, Synergy_Bliss=-2.86, Synergy_Loewe=2.21, Synergy_HSA=-0.787. (2) Drug 1: C1CCN(CC1)CCOC2=CC=C(C=C2)C(=O)C3=C(SC4=C3C=CC(=C4)O)C5=CC=C(C=C5)O. Drug 2: C1CNP(=O)(OC1)N(CCCl)CCCl. Cell line: RPMI-8226. Synergy scores: CSS=-1.91, Synergy_ZIP=6.96, Synergy_Bliss=9.57, Synergy_Loewe=-3.36, Synergy_HSA=-0.0819. (3) Drug 1: CC(CN1CC(=O)NC(=O)C1)N2CC(=O)NC(=O)C2. Drug 2: C1CCC(C(C1)N)N.C(=O)(C(=O)[O-])[O-].[Pt+4]. Cell line: SK-MEL-28. Synergy scores: CSS=2.19, Synergy_ZIP=-4.74, Synergy_Bliss=-5.93, Synergy_Loewe=-7.98, Synergy_HSA=-5.76. (4) Drug 1: C1CCC(CC1)NC(=O)N(CCCl)N=O. Drug 2: CC1=C2C(C(=O)C3(C(CC4C(C3C(C(C2(C)C)(CC1OC(=O)C(C(C5=CC=CC=C5)NC(=O)C6=CC=CC=C6)O)O)OC(=O)C7=CC=CC=C7)(CO4)OC(=O)C)O)C)OC(=O)C. Cell line: CCRF-CEM. Synergy scores: CSS=28.2, Synergy_ZIP=-0.903, Synergy_Bliss=-3.49, Synergy_Loewe=-17.6, Synergy_HSA=-0.903. (5) Drug 1: C1CCN(CC1)CCOC2=CC=C(C=C2)C(=O)C3=C(SC4=C3C=CC(=C4)O)C5=CC=C(C=C5)O. Drug 2: C1C(C(OC1N2C=NC(=NC2=O)N)CO)O. Cell line: UACC62. Synergy scores: CSS=1.57, Synergy_ZIP=-1.69, Synergy_Bliss=-1.09, Synergy_Loewe=-1.77, Synergy_HSA=-1.53. (6) Drug 1: C1=NC2=C(N1)C(=S)N=C(N2)N. Drug 2: C1=CN(C(=O)N=C1N)C2C(C(C(O2)CO)O)O.Cl. Cell line: SF-295. Synergy scores: CSS=33.2, Synergy_ZIP=-3.52, Synergy_Bliss=-3.60, Synergy_Loewe=-0.938, Synergy_HSA=-0.357. (7) Drug 1: CS(=O)(=O)C1=CC(=C(C=C1)C(=O)NC2=CC(=C(C=C2)Cl)C3=CC=CC=N3)Cl. Drug 2: CC1=C(C(CCC1)(C)C)C=CC(=CC=CC(=CC(=O)O)C)C. Cell line: HCC-2998. Synergy scores: CSS=-1.91, Synergy_ZIP=0.310, Synergy_Bliss=-2.34, Synergy_Loewe=-4.24, Synergy_HSA=-4.97.